Dataset: Reaction yield outcomes from USPTO patents with 853,638 reactions. Task: Predict the reaction yield, written as a fraction of the theoretical maximum amount of product (1.0 means a 100% yield; for example, 0.34 means a 34% yield). (1) The product is [Cl:1][C:2]1[CH:3]=[C:4]([C:8]2[N:12]=[CH:11][N:10](/[CH:13]=[CH:14]\[C:15]3[O:16][CH:19]=[N:18][N:17]=3)[N:9]=2)[CH:5]=[CH:6][CH:7]=1. The catalyst is C(OCC)(=O)C.CCCCCC. The yield is 0.242. The reactants are [Cl:1][C:2]1[CH:3]=[C:4]([C:8]2[N:12]=[CH:11][N:10](/[CH:13]=[CH:14]\[C:15]([NH:17][NH2:18])=[O:16])[N:9]=2)[CH:5]=[CH:6][CH:7]=1.[CH:19](OCC)(OCC)OCC.CS(O)(=O)=O. (2) The reactants are [CH:1]1[CH2:6][CH2:5][CH2:4][CH2:3][CH:2]=1.[C:7]([O-:10])([O-])=O.[K+].[K+].CN([CH:16]=[O:17])C. No catalyst specified. The product is [OH:17][C:16]1[CH:3]=[CH:2][CH:1]=[C:6]([CH:7]=[O:10])[C:5]=1[C:1]1[CH:6]=[CH:5][CH:4]=[CH:3][CH:2]=1. The yield is 0.750. (3) The reactants are [C:1](Cl)(=[O:3])[CH3:2].C(N(CC)CC)C.[Br:12][C:13]1[CH:18]=[CH:17][C:16]([OH:19])=[C:15]([CH2:20][CH3:21])[CH:14]=1. The catalyst is C(Cl)Cl. The product is [Br:12][C:13]1[CH:18]=[CH:17][C:16]([O:19][C:1](=[O:3])[CH3:2])=[C:15]([CH2:20][CH3:21])[CH:14]=1. The yield is 0.810.